Dataset: Full USPTO retrosynthesis dataset with 1.9M reactions from patents (1976-2016). Task: Predict the reactants needed to synthesize the given product. (1) Given the product [CH:2]([C@H:3]1[CH2:4][CH2:5][C@H:6]([C:9]([O:11][CH3:12])=[O:10])[CH2:7][CH2:8]1)=[O:1], predict the reactants needed to synthesize it. The reactants are: [OH:1][CH2:2][C@H:3]1[CH2:8][CH2:7][C@H:6]([C:9]([O:11][CH3:12])=[O:10])[CH2:5][CH2:4]1.C(N(CC)CC)C.O.C(OCC)(=O)C. (2) Given the product [F:1][C:2]([F:28])([F:29])[C:3](=[O:27])[CH2:4][CH2:5][CH2:6][CH2:7][CH2:8][CH2:9][C:10]([NH:12][C:13]1[CH:14]=[C:15]([C:19]2[CH:24]=[CH:23][C:22]([S:37]([CH3:30])(=[O:39])=[O:36])=[CH:21][CH:20]=2)[CH:16]=[CH:17][CH:18]=1)=[O:11], predict the reactants needed to synthesize it. The reactants are: [F:1][C:2]([F:29])([F:28])[C:3](=[O:27])[CH2:4][CH2:5][CH2:6][CH2:7][CH2:8][CH2:9][C:10]([NH:12][C:13]1[CH:14]=[C:15]([C:19]2[CH:24]=[CH:23][C:22](SC)=[CH:21][CH:20]=2)[CH:16]=[CH:17][CH:18]=1)=[O:11].[C:30]([O-])(O)=O.[Na+].O[O:36][S:37]([O-:39])=O.[K+]. (3) Given the product [I:23][C:3]1[C:4]2[C:9](=[CH:8][CH:7]=[C:6]([C:10]3[N:14]=[C:13]([NH:15][C:16](=[O:22])[O:17][C:18]([CH3:19])([CH3:21])[CH3:20])[S:12][N:11]=3)[CH:5]=2)[NH:1][CH:2]=1, predict the reactants needed to synthesize it. The reactants are: [NH:1]1[C:9]2[C:4](=[CH:5][C:6]([C:10]3[N:14]=[C:13]([NH:15][C:16](=[O:22])[O:17][C:18]([CH3:21])([CH3:20])[CH3:19])[S:12][N:11]=3)=[CH:7][CH:8]=2)[CH:3]=[CH:2]1.[I:23]N1C(=O)CCC1=O.OS([O-])=O.[Na+]. (4) Given the product [CH3:23][C:22]([O:21][C:19]([NH:11][CH2:10][CH:2]1[CH2:3][CH2:4][CH:5]([C:7]([OH:9])=[O:8])[CH2:6][CH2:1]1)=[O:20])([CH3:25])[CH3:24], predict the reactants needed to synthesize it. The reactants are: [CH2:1]1[CH2:6][C@H:5]([C:7]([OH:9])=[O:8])[CH2:4][CH2:3][C@H:2]1[CH2:10][NH2:11].C(N(CC)CC)C.[C:19](O[C:19]([O:21][C:22]([CH3:25])([CH3:24])[CH3:23])=[O:20])([O:21][C:22]([CH3:25])([CH3:24])[CH3:23])=[O:20]. (5) Given the product [N+:16]([O-:18])([O:15][CH2:14][CH2:13][CH2:12][CH2:11][OH:10])=[O:17], predict the reactants needed to synthesize it. The reactants are: [N+](C1C=CC(C([O:10][CH2:11][CH2:12][CH2:13][CH2:14][O:15][N+:16]([O-:18])=[O:17])=O)=CC=1)([O-])=O.C1COCC1.CCO.[OH-].[Na+]. (6) Given the product [F:34][C:27]1[CH:26]=[CH:25][C:24]([N:23]2[CH2:20][CH2:19][C:18](=[O:21])[CH2:17][CH2:16]2)=[CH:33][C:28]=1[C:29]([O:31][CH3:32])=[O:30], predict the reactants needed to synthesize it. The reactants are: C(=O)([O-])[O-].[K+].[K+].[I-].C([N+]1(C)[CH2:20][CH2:19][C:18](=[O:21])[CH2:17][CH2:16]1)C1C=CC=CC=1.[NH2:23][C:24]1[CH:25]=[CH:26][C:27]([F:34])=[C:28]([CH:33]=1)[C:29]([O:31][CH3:32])=[O:30].C(O)C.